This data is from CYP3A4 inhibition data for predicting drug metabolism from PubChem BioAssay. The task is: Regression/Classification. Given a drug SMILES string, predict its absorption, distribution, metabolism, or excretion properties. Task type varies by dataset: regression for continuous measurements (e.g., permeability, clearance, half-life) or binary classification for categorical outcomes (e.g., BBB penetration, CYP inhibition). Dataset: cyp3a4_veith. The drug is Cc1cc(Br)cc(C)c1OCCCCN(C)C.O=C(O)C(=O)O. The result is 0 (non-inhibitor).